This data is from Forward reaction prediction with 1.9M reactions from USPTO patents (1976-2016). The task is: Predict the product of the given reaction. The product is: [Br:1][C:2]1[CH:3]=[CH:4][C:5]([O:10][CH2:11][C:12]2[CH:17]=[CH:16][CH:15]=[C:14]([Cl:18])[CH:13]=2)=[C:6]([CH:7]=1)[CH2:8][Cl:21]. Given the reactants [Br:1][C:2]1[CH:3]=[CH:4][C:5]([O:10][CH2:11][C:12]2[CH:17]=[CH:16][CH:15]=[C:14]([Cl:18])[CH:13]=2)=[C:6]([CH2:8]O)[CH:7]=1.S(Cl)([Cl:21])=O, predict the reaction product.